This data is from Full USPTO retrosynthesis dataset with 1.9M reactions from patents (1976-2016). The task is: Predict the reactants needed to synthesize the given product. (1) Given the product [CH3:13][O:10][C:7]1[CH:8]=[CH:9][C:3]2[O:2][CH2:1][O:5][C:4]=2[CH:6]=1, predict the reactants needed to synthesize it. The reactants are: [CH2:1]1[O:5][C:4]2[CH:6]=[C:7]([OH:10])[CH:8]=[CH:9][C:3]=2[O:2]1.[H-].[Na+].[CH3:13]N(C=O)C. (2) Given the product [Cl:1][C:2]1[CH:28]=[CH:27][C:5]2[N:6]3[C:10]([CH2:11][N:12]([CH:30]([CH3:32])[CH3:29])[CH2:13][C:4]=2[CH:3]=1)=[N:9][N:8]=[C:7]3[C@H:14]1[CH2:19][CH2:18][C@H:17]([C:20]2[C:25]([F:26])=[CH:24][CH:23]=[CH:22][N:21]=2)[CH2:16][CH2:15]1, predict the reactants needed to synthesize it. The reactants are: [Cl:1][C:2]1[CH:28]=[CH:27][C:5]2[N:6]3[C:10]([CH2:11][NH:12][CH2:13][C:4]=2[CH:3]=1)=[N:9][N:8]=[C:7]3[C@H:14]1[CH2:19][CH2:18][C@H:17]([C:20]2[C:25]([F:26])=[CH:24][CH:23]=[CH:22][N:21]=2)[CH2:16][CH2:15]1.[CH3:29][C:30]([CH3:32])=O.C(O)(=O)C.C(O[BH-](OC(=O)C)OC(=O)C)(=O)C.[Na+].C(N(C(C)C)C(C)C)C. (3) Given the product [F:1][C:2]1[CH:3]=[C:4]([N:15]2[CH:19]=[CH:18][CH:17]=[N:16]2)[CH:5]=[CH:6][C:7]=1[C:8]([O:10][CH3:11])=[O:9], predict the reactants needed to synthesize it. The reactants are: [F:1][C:2]1[CH:3]=[C:4](B(O)O)[CH:5]=[CH:6][C:7]=1[C:8]([O:10][CH3:11])=[O:9].[NH:15]1[CH:19]=[CH:18][CH:17]=[N:16]1.